The task is: Predict the product of the given reaction.. This data is from Forward reaction prediction with 1.9M reactions from USPTO patents (1976-2016). (1) Given the reactants [F:1][C:2]1[CH:3]=[C:4](B(O)O)[CH:5]=[CH:6][CH:7]=1.Br[C:12]1[CH:13]=[C:14]2[C:19](=[CH:20][CH:21]=1)[NH:18][C:17](=[O:22])[CH2:16][C:15]2([CH3:24])[CH3:23].C(=O)([O-])[O-].[K+].[K+], predict the reaction product. The product is: [F:1][C:2]1[CH:3]=[C:4]([C:12]2[CH:13]=[C:14]3[C:19](=[CH:20][CH:21]=2)[NH:18][C:17](=[O:22])[CH2:16][C:15]3([CH3:24])[CH3:23])[CH:5]=[CH:6][CH:7]=1. (2) Given the reactants [C:1]([N:5]1[CH2:9][C@@H:8]([C:10]2[CH:15]=[CH:14][C:13]([F:16])=[CH:12][C:11]=2[F:17])[C@H:7]([C:18]([O:20]C)=[O:19])[CH2:6]1)([CH3:4])([CH3:3])[CH3:2].C[Si](C)(C)[O-].[K+].[ClH:28], predict the reaction product. The product is: [ClH:28].[C:1]([N:5]1[CH2:9][C@@H:8]([C:10]2[CH:15]=[CH:14][C:13]([F:16])=[CH:12][C:11]=2[F:17])[C@H:7]([C:18]([OH:20])=[O:19])[CH2:6]1)([CH3:4])([CH3:2])[CH3:3]. (3) Given the reactants [Mg].[O:2]=[C:3]([CH2:12][C:13]1[CH:18]=[CH:17][CH:16]=[C:15]([C:19]([F:22])([F:21])[F:20])[CH:14]=1)[CH2:4][CH2:5][CH:6]1[NH:10][C:9](=[O:11])[CH2:8][CH2:7]1.FC(F)(F)C1C=C(C=CC=1)CCl.C1C2N(C(=O)CC2)C(=O)C1, predict the reaction product. The product is: [O:2]=[C:3]([CH2:12][C:13]1[CH:18]=[CH:17][CH:16]=[C:15]([C:19]([F:22])([F:20])[F:21])[CH:14]=1)[CH2:4][CH2:5][CH:6]1[NH:10][C:9](=[O:11])[CH2:8][CH2:7]1.